Task: Predict the reaction yield, written as a fraction of the theoretical maximum amount of product (1.0 means a 100% yield; for example, 0.34 means a 34% yield).. Dataset: Reaction yield outcomes from USPTO patents with 853,638 reactions The reactants are [F:1][C:2]1[CH:10]=[CH:9][C:8]([CH2:11][C:12]2[C:21]3[C:16](=[CH:17][CH:18]=[CH:19][CH:20]=3)[C:15](=[O:22])[NH:14][N:13]=2)=[CH:7][C:3]=1[C:4]([OH:6])=O.F[P-](F)(F)(F)(F)F.N1(OC(N(C)C)=[N+](C)C)C2C=CC=CC=2N=N1.[CH2:47]1[NH:52][CH2:51][CH2:50][N:49]2[CH:53]=[CH:54][CH:55]=[C:48]12.C(N(CC)C(C)C)(C)C. The catalyst is CN(C)C=O. The product is [CH2:47]1[N:52]([C:4]([C:3]2[CH:7]=[C:8]([CH2:11][C:12]3[C:21]4[C:16](=[CH:17][CH:18]=[CH:19][CH:20]=4)[C:15](=[O:22])[NH:14][N:13]=3)[CH:9]=[CH:10][C:2]=2[F:1])=[O:6])[CH2:51][CH2:50][N:49]2[CH:53]=[CH:54][CH:55]=[C:48]12. The yield is 0.0370.